This data is from Peptide-MHC class I binding affinity with 185,985 pairs from IEDB/IMGT. The task is: Regression. Given a peptide amino acid sequence and an MHC pseudo amino acid sequence, predict their binding affinity value. This is MHC class I binding data. (1) The peptide sequence is SEGATPQDL. The MHC is HLA-B18:01 with pseudo-sequence HLA-B18:01. The binding affinity (normalized) is 0.0981. (2) The peptide sequence is AYHHMAREL. The MHC is HLA-A30:02 with pseudo-sequence HLA-A30:02. The binding affinity (normalized) is 0.0644.